Dataset: Forward reaction prediction with 1.9M reactions from USPTO patents (1976-2016). Task: Predict the product of the given reaction. (1) Given the reactants C1(N=C=NC2CCCCC2)CCCCC1.O[C:17]([C:20]1[N:21]=[C:22]([CH2:28][CH2:29][CH3:30])[NH:23][C:24]=1[C:25](O)=[O:26])([CH3:19])[CH3:18], predict the reaction product. The product is: [CH3:18][C:17]1([CH3:19])[C:20]2[NH:21][C:22]([CH2:28][CH2:29][CH3:30])=[N:23][C:24]=2[CH2:25][O:26]1. (2) Given the reactants CON(C)[C:4](=[O:28])[C:5]1[CH:10]=[CH:9][CH:8]=[C:7]([C:11]2[CH:12]=[CH:13][C:14]3[O:18][C:17]([CH2:19][CH2:20][N:21]4[CH2:25][CH2:24][CH2:23][C@H:22]4[CH3:26])=[CH:16][C:15]=3[CH:27]=2)[CH:6]=1.[F:30][C:31]1[CH:32]=[C:33]([Mg]Br)[CH:34]=[CH:35][CH:36]=1, predict the reaction product. The product is: [F:30][C:31]1[CH:32]=[C:33]([C:4]([C:5]2[CH:10]=[CH:9][CH:8]=[C:7]([C:11]3[CH:12]=[CH:13][C:14]4[O:18][C:17]([CH2:19][CH2:20][N:21]5[CH2:25][CH2:24][CH2:23][C@H:22]5[CH3:26])=[CH:16][C:15]=4[CH:27]=3)[CH:6]=2)=[O:28])[CH:34]=[CH:35][CH:36]=1. (3) Given the reactants [F:1][C@@H:2]1[C@H:6]([OH:7])[C@@H:5]([CH2:8][OH:9])[O:4][C@H:3]1[N:10]1[CH:17]=[CH:16][C:14]([NH2:15])=[N:13][C:11]1=[O:12].[CH3:18][C:19]([Si:22](Cl)([CH3:24])[CH3:23])([CH3:21])[CH3:20], predict the reaction product. The product is: [Si:22]([O:9][CH2:8][C@H:5]1[O:4][C@@H:3]([N:10]2[CH:17]=[CH:16][C:14]([NH2:15])=[N:13][C:11]2=[O:12])[C@H:2]([F:1])[C@@H:6]1[OH:7])([C:19]([CH3:21])([CH3:20])[CH3:18])([CH3:24])[CH3:23]. (4) Given the reactants [CH3:1][NH:2][C@H:3]([C:14]([NH:16][C@H:17]([C:22]([N:24]([C@@H:26]([CH:33]([CH3:35])[CH3:34])/[CH:27]=[C:28](/[C:30]([OH:32])=O)\[CH3:29])[CH3:25])=[O:23])[C:18]([CH3:21])([CH3:20])[CH3:19])=[O:15])[C:4]([CH3:13])([CH3:12])[C:5]1[CH:10]=[CH:9][CH:8]=[C:7](C)[CH:6]=1.O[C:37]1C2N=NNC=2C=CC=1.Cl.CN(C)CCCN=C=NCC.C(N(C(C)C)CC)(C)C.[F:67][C:68]([F:73])([F:72])[C:69]([OH:71])=[O:70].[NH:74]1[CH2:95][CH2:94][CH2:93][C@H:75]1[C:76]([N:78]1[CH2:92][CH2:91][CH2:90][C@H:79]1[C:80]([NH:82][CH2:83][C:84]1[CH:89]=[CH:88][CH:87]=[CH:86][CH:85]=1)=[O:81])=[O:77], predict the reaction product. The product is: [F:67][C:68]([F:73])([F:72])[C:69]([OH:71])=[O:70].[CH3:29]/[C:28](=[CH:27]\[C@@H:26]([N:24]([CH3:25])[C:22](=[O:23])[C@H:17]([C:18]([CH3:20])([CH3:19])[CH3:21])[NH:16][C:14](=[O:15])[C@H:3]([C:4]([CH3:12])([CH3:13])[C:5]1[CH:10]=[CH:9][CH:8]=[C:7]([CH3:37])[CH:6]=1)[NH:2][CH3:1])[CH:33]([CH3:34])[CH3:35])/[C:30]([N:74]1[CH2:95][CH2:94][CH2:93][C@@H:75]1[C:76]([N:78]1[CH2:92][CH2:91][CH2:90][C@@H:79]1[C:80]([NH:82][CH2:83][C:84]1[CH:85]=[CH:86][CH:87]=[CH:88][CH:89]=1)=[O:81])=[O:77])=[O:32]. (5) Given the reactants [Cl:1][CH2:2][C@@H:3]([OH:21])[C@@H:4]([N:11]1[C:19]2[C:14](=[CH:15][CH:16]=[CH:17][C:18]=2[F:20])[CH2:13][CH2:12]1)[C:5]1[CH:10]=[CH:9][CH:8]=[CH:7][CH:6]=1.[CH3:22][NH2:23].C(O)C, predict the reaction product. The product is: [ClH:1].[F:20][C:18]1[CH:17]=[CH:16][CH:15]=[C:14]2[C:19]=1[N:11]([C@@H:4]([C:5]1[CH:10]=[CH:9][CH:8]=[CH:7][CH:6]=1)[C@H:3]([OH:21])[CH2:2][NH:23][CH3:22])[CH2:12][CH2:13]2.